From a dataset of Catalyst prediction with 721,799 reactions and 888 catalyst types from USPTO. Predict which catalyst facilitates the given reaction. (1) Reactant: [NH2:1][C:2]1[N:7]=[C:6]([S:8]([NH:11][C:12](=[O:33])[C:13]2[CH:18]=[CH:17][C:16]([C:19]3[CH:24]=[C:23]([O:25][CH2:26][CH:27]([CH3:29])[CH3:28])[CH:22]=[C:21]([F:30])[CH:20]=3)=[C:15]([F:31])[C:14]=2F)(=[O:10])=[O:9])[CH:5]=[CH:4][CH:3]=1.C([O-])([O-])=O.[K+].[K+].[CH3:40][C:41]1([CH3:47])[CH2:45][C@H:44]([CH3:46])[CH2:43][NH:42]1. Product: [NH2:1][C:2]1[N:7]=[C:6]([S:8]([NH:11][C:12](=[O:33])[C:13]2[CH:18]=[CH:17][C:16]([C:19]3[CH:24]=[C:23]([O:25][CH2:26][CH:27]([CH3:29])[CH3:28])[CH:22]=[C:21]([F:30])[CH:20]=3)=[C:15]([F:31])[C:14]=2[N:42]2[CH2:43][C@@H:44]([CH3:46])[CH2:45][C:41]2([CH3:47])[CH3:40])(=[O:9])=[O:10])[CH:5]=[CH:4][CH:3]=1. The catalyst class is: 37. (2) The catalyst class is: 119. Reactant: [C:1]1([CH:7]2[O:12][CH2:11][CH:10]([OH:13])[CH2:9][O:8]2)[CH:6]=[CH:5][CH:4]=[CH:3][CH:2]=1.C(N(CC)CC)C.[C:21]12([C:31](Cl)=[O:32])[CH2:30][CH:25]3[CH2:26][CH:27]([CH2:29][CH:23]([CH2:24]3)[CH2:22]1)[CH2:28]2. Product: [C:21]12([C:31]([O:13][CH:10]3[CH2:11][O:12][CH:7]([C:1]4[CH:2]=[CH:3][CH:4]=[CH:5][CH:6]=4)[O:8][CH2:9]3)=[O:32])[CH2:28][CH:27]3[CH2:26][CH:25]([CH2:24][CH:23]([CH2:29]3)[CH2:22]1)[CH2:30]2. (3) Reactant: [C:1]([C:3]1[CH:4]=[C:5]([S:32]([N:35](CC2C=CC(OC)=CC=2OC)[C:36]2[S:40][N:39]=[CH:38][N:37]=2)(=[O:34])=[O:33])[CH:6]=[CH:7][C:8]=1[O:9][C:10]1[CH:15]=[CH:14][C:13]([C:16]2[CH:21]=[CH:20][C:19]([C:22]([F:25])([F:24])[F:23])=[CH:18][CH:17]=2)=[CH:12][C:11]=1[C:26]1[CH:31]=[CH:30][N:29]=[N:28][CH:27]=1)#[N:2]. Product: [C:1]([C:3]1[CH:4]=[C:5]([S:32]([NH:35][C:36]2[S:40][N:39]=[CH:38][N:37]=2)(=[O:33])=[O:34])[CH:6]=[CH:7][C:8]=1[O:9][C:10]1[CH:15]=[CH:14][C:13]([C:16]2[CH:17]=[CH:18][C:19]([C:22]([F:25])([F:23])[F:24])=[CH:20][CH:21]=2)=[CH:12][C:11]=1[C:26]1[CH:31]=[CH:30][N:29]=[N:28][CH:27]=1)#[N:2]. The catalyst class is: 89. (4) Reactant: B1(B2C3CCCC2CCC3)C2CCCC1CCC2.[NH2:19][C:20]1[C:21]2[C:28]([C:29]3[CH:30]=[N:31][C:32]4[C:37]([CH:38]=3)=[CH:36][CH:35]=[CH:34][CH:33]=4)=[C:27](Br)[N:26]([CH2:40][C@@H:41]([NH:44][C:45](=[O:51])[O:46][C:47]([CH3:50])([CH3:49])[CH3:48])[CH:42]=[CH2:43])[C:22]=2[N:23]=[CH:24][N:25]=1.[OH-].[Na+]. Product: [NH2:19][C:20]1[C:21]2[C:28]([C:29]3[CH:30]=[N:31][C:32]4[C:37]([CH:38]=3)=[CH:36][CH:35]=[CH:34][CH:33]=4)=[C:27]3[N:26]([C:22]=2[N:23]=[CH:24][N:25]=1)[CH2:40][C@@H:41]([NH:44][C:45](=[O:51])[O:46][C:47]([CH3:50])([CH3:49])[CH3:48])[CH2:42][CH2:43]3. The catalyst class is: 7. (5) Reactant: [CH3:1][O:2][CH2:3][C:4]([OH:6])=O.C(N1C=CN=C1)(N1C=CN=C1)=O.[Cl:19][C:20]1[CH:25]=[CH:24][C:23]([S:26]([N:29]([CH2:38][C:39]2[CH:48]=[CH:47][C:42]([C:43]([NH:45]O)=[NH:44])=[CH:41][CH:40]=2)[CH:30]2[CH2:36][CH2:35][CH2:34][CH2:33][NH:32][C:31]2=[O:37])(=[O:28])=[O:27])=[CH:22][CH:21]=1.O. Product: [Cl:19][C:20]1[CH:25]=[CH:24][C:23]([S:26]([N:29]([CH2:38][C:39]2[CH:40]=[CH:41][C:42]([C:43]3[N:44]=[C:4]([CH2:3][O:2][CH3:1])[O:6][N:45]=3)=[CH:47][CH:48]=2)[CH:30]2[CH2:36][CH2:35][CH2:34][CH2:33][NH:32][C:31]2=[O:37])(=[O:27])=[O:28])=[CH:22][CH:21]=1. The catalyst class is: 9. (6) Reactant: [Br:1][C:2]1[S:6][C:5]([C:7](=[O:9])[NH2:8])=[C:4]([NH:10][C:11]([C:13]2[S:14][CH:15]=[CH:16][N:17]=2)=O)[CH:3]=1.[OH-].[Na+].Cl. Product: [Br:1][C:2]1[S:6][C:5]2[C:7](=[O:9])[NH:8][C:11]([C:13]3[S:14][CH:15]=[CH:16][N:17]=3)=[N:10][C:4]=2[CH:3]=1. The catalyst class is: 57.